This data is from Reaction yield outcomes from USPTO patents with 853,638 reactions. The task is: Predict the reaction yield, written as a fraction of the theoretical maximum amount of product (1.0 means a 100% yield; for example, 0.34 means a 34% yield). (1) The reactants are [CH3:1][O:2][C:3]1[CH:4]=[C:5]([P:12](=[O:15])([CH3:14])[CH3:13])[CH:6]=[CH:7][C:8]=1[N+:9]([O-])=O. The catalyst is CCO.[Pd]. The product is [CH3:14][P:12]([C:5]1[CH:6]=[CH:7][C:8]([NH2:9])=[C:3]([O:2][CH3:1])[CH:4]=1)([CH3:13])=[O:15]. The yield is 0.860. (2) The reactants are Cl[C:2]1[CH:7]=[N:6][CH:5]=[C:4]([O:8]CC2C=CC(OC)=CC=2)[N:3]=1.[N:18]1[CH:19]=[CH:20][N:21]2[CH:26]=[C:25]([C:27]#[N:28])[CH:24]=[CH:23][C:22]=12.C([O-])(=O)C.[K+]. No catalyst specified. The product is [OH:8][C:4]1[N:3]=[C:2]([C:20]2[N:21]3[CH:26]=[C:25]([C:27]#[N:28])[CH:24]=[CH:23][C:22]3=[N:18][CH:19]=2)[CH:7]=[N:6][CH:5]=1. The yield is 0.100. (3) The reactants are [Cl:1][C:2]1[N:10]=[C:9]2[C:5]([N:6]=[CH:7][N:8]2[CH:11]2[CH2:16][CH2:15][CH2:14][CH2:13][O:12]2)=[C:4]([Cl:17])[N:3]=1.[Br:18]C(Cl)(Cl)C(Cl)(Cl)Br.[Br-]. No catalyst specified. The product is [Br:18][C:7]1[N:8]([CH:11]2[CH2:16][CH2:15][CH2:14][CH2:13][O:12]2)[C:9]2[C:5]([N:6]=1)=[C:4]([Cl:17])[N:3]=[C:2]([Cl:1])[N:10]=2. The yield is 0.820. (4) The reactants are [Cl:1][C:2]1[CH:3]=[C:4]([NH:9][C:10]2[C:19]3[C:14](=[CH:15][C:16]([O:32][CH2:33][CH2:34][O:35][CH3:36])=[C:17]([NH:20][C:21](=[O:31])[CH2:22]P(OCC)(OCC)=O)[CH:18]=3)[N:13]=[CH:12][N:11]=2)[CH:5]=[CH:6][C:7]=1[F:8].C[Si]([N-][Si](C)(C)C)(C)C.[Li+].C1(C)C=CC=CC=1.[CH3:54][N:55]1[CH2:59][CH2:58][CH2:57][C@@H:56]1[CH:60]=O. The catalyst is O1CCCC1. The product is [Cl:1][C:2]1[CH:3]=[C:4]([NH:9][C:10]2[C:19]3[C:14](=[CH:15][C:16]([O:32][CH2:33][CH2:34][O:35][CH3:36])=[C:17]([NH:20][C:21](=[O:31])/[CH:22]=[CH:60]/[C@H:56]4[CH2:57][CH2:58][CH2:59][N:55]4[CH3:54])[CH:18]=3)[N:13]=[CH:12][N:11]=2)[CH:5]=[CH:6][C:7]=1[F:8]. The yield is 0.542.